This data is from Reaction yield outcomes from USPTO patents with 853,638 reactions. The task is: Predict the reaction yield, written as a fraction of the theoretical maximum amount of product (1.0 means a 100% yield; for example, 0.34 means a 34% yield). (1) The reactants are [C:1]1([CH2:7][CH2:8][CH2:9][CH:10](O)[CH:11]=[CH2:12])[CH:6]=[CH:5][CH:4]=[CH:3][CH:2]=1.[C:14]1(=[O:24])[NH:18][C:17](=[O:19])[C:16]2=[CH:20][CH:21]=[CH:22][CH:23]=[C:15]12.C1C=CC(P(C2C=CC=CC=2)C2C=CC=CC=2)=CC=1.CCOC(/N=N/C(OCC)=O)=O. The catalyst is C1COCC1. The product is [C:1]1([CH2:7][CH2:8][CH2:9][CH:10]([N:18]2[C:14](=[O:24])[C:15]3[C:16](=[CH:20][CH:21]=[CH:22][CH:23]=3)[C:17]2=[O:19])[CH:11]=[CH2:12])[CH:6]=[CH:5][CH:4]=[CH:3][CH:2]=1. The yield is 0.890. (2) The yield is 0.200. The product is [CH2:1]([O:3][C:4]1[CH:9]=[CH:8][C:7]([N:10]2[C:32]([NH2:31])=[N:17][C:16]3[C:11]2=[N:12][C:13]([NH:18][C:19]2[CH:20]=[N:21][N:22]([CH2:24][CH2:25][N:26]4[CH:30]=[CH:29][CH:28]=[N:27]4)[CH:23]=2)=[N:14][CH:15]=3)=[CH:6][CH:5]=1)[CH3:2]. The reactants are [CH2:1]([O:3][C:4]1[CH:9]=[CH:8][C:7]([NH:10][C:11]2[C:16]([NH2:17])=[CH:15][N:14]=[C:13]([NH:18][C:19]3[CH:20]=[N:21][N:22]([CH2:24][CH2:25][N:26]4[CH:30]=[CH:29][CH:28]=[N:27]4)[CH:23]=3)[N:12]=2)=[CH:6][CH:5]=1)[CH3:2].[N:31]#[C:32]Br. The catalyst is CC#N.O.CCOC(C)=O. (3) The reactants are [CH2:1]([O:8][CH:9]1[CH2:12][N:11](C(OC(C)(C)C)=O)[CH2:10]1)[C:2]1[CH:7]=[CH:6][CH:5]=[CH:4][CH:3]=1.[ClH:20]. No catalyst specified. The product is [ClH:20].[CH2:1]([O:8][CH:9]1[CH2:10][NH:11][CH2:12]1)[C:2]1[CH:3]=[CH:4][CH:5]=[CH:6][CH:7]=1. The yield is 0.920. (4) The reactants are [F:1][C:2]1[CH:7]=[CH:6][C:5]([C:8]2[CH:9]=[C:10]([C:15]([O:17]C)=[O:16])[C:11](=[O:14])[NH:12][N:13]=2)=[CH:4][C:3]=1[CH3:19].[Cl:20][C:21]1[CH:28]=[CH:27][CH:26]=[C:25]([Cl:29])[C:22]=1[CH2:23]Br. No catalyst specified. The product is [C:15]([C:10]1[C:11](=[O:14])[N:12]([CH2:23][C:22]2[C:21]([Cl:20])=[CH:28][CH:27]=[CH:26][C:25]=2[Cl:29])[N:13]=[C:8]([C:5]2[CH:6]=[CH:7][C:2]([F:1])=[C:3]([CH3:19])[CH:4]=2)[CH:9]=1)([OH:17])=[O:16]. The yield is 0.903. (5) The reactants are C1N=CN(C(N2C=NC=C2)=[O:7])C=1.Cl.[NH2:14][C@H:15]1[C:23]2[C:18](=[C:19]([C:24]3[S:25][C:26]([C:29]4[CH:30]=[CH:31][C:32]([O:37][CH:38]([CH3:40])[CH3:39])=[C:33]([CH:36]=4)[C:34]#[N:35])=CN=3)[CH:20]=[CH:21][CH:22]=2)[CH2:17][CH2:16]1.C[CH2:42][N:43]([CH2:46][CH3:47])[CH2:44][CH3:45].[NH:48]1[CH2:52]CCC1. The catalyst is C(Cl)Cl. The product is [C:34]([C:33]1[CH:36]=[C:29]([C:26]2[S:25][C:24]([C:19]3[CH:20]=[CH:21][CH:22]=[C:23]4[C:18]=3[CH2:17][CH2:16][C@H:15]4[NH:14][C:42]([N:43]3[CH2:46][CH2:47][CH2:45][CH2:44]3)=[O:7])=[CH:52][N:48]=2)[CH:30]=[CH:31][C:32]=1[O:37][CH:38]([CH3:39])[CH3:40])#[N:35]. The yield is 0.780. (6) The reactants are [CH2:1]([O:8][C:9]1[CH:16]=[CH:15][C:12]([CH:13]=O)=[CH:11][CH:10]=1)[C:2]1[CH:7]=[CH:6][CH:5]=[CH:4][CH:3]=1.Cl.[CH3:18][O:19][C:20](=[O:23])[CH2:21][NH2:22].C(N(CC)CC)C. No catalyst specified. The product is [CH3:18][O:19][C:20](=[O:23])[CH2:21][NH:22][CH2:13][C:12]1[CH:15]=[CH:16][C:9]([O:8][CH2:1][C:2]2[CH:7]=[CH:6][CH:5]=[CH:4][CH:3]=2)=[CH:10][CH:11]=1. The yield is 0.790.